From a dataset of Forward reaction prediction with 1.9M reactions from USPTO patents (1976-2016). Predict the product of the given reaction. (1) Given the reactants C(=O)([O-])[O-].[Cs+].[Cs+].[Cl:7][C:8]1[CH:9]=[CH:10][C:11]2[O:15][C:14](=[O:16])[NH:13][C:12]=2[CH:17]=1.FC(F)(F)S(O[CH2:24][CH:25]([F:27])[F:26])(=O)=O.O, predict the reaction product. The product is: [Cl:7][C:8]1[CH:9]=[CH:10][C:11]2[O:15][C:14](=[O:16])[N:13]([CH2:24][CH:25]([F:27])[F:26])[C:12]=2[CH:17]=1. (2) Given the reactants [CH3:1][C:2]1[C:11]2[C:6](=[CH:7][CH:8]=[CH:9][CH:10]=2)[CH:5]=[C:4]([OH:12])[CH:3]=1.[C:13]([C@@H:17]1[CH2:22][CH2:21][C@H:20](O)[CH2:19][CH2:18]1)([CH3:16])([CH3:15])[CH3:14].C1(P(C2C=CC=CC=2)C2C=CC=CC=2)C=CC=CC=1.N(C(OC(C)C)=O)=NC(OC(C)C)=O, predict the reaction product. The product is: [C:13]([C@H:17]1[CH2:22][CH2:21][C@H:20]([O:12][C:4]2[CH:3]=[C:2]([CH3:1])[C:11]3[C:6]([CH:5]=2)=[CH:7][CH:8]=[CH:9][CH:10]=3)[CH2:19][CH2:18]1)([CH3:16])([CH3:15])[CH3:14]. (3) Given the reactants Br[C:2]1[CH:3]=[CH:4][C:5]2[O:14][CH2:13][CH2:12][C:11]3[S:10][C:9]([C:15]4[N:16]([CH:20]([CH3:22])[CH3:21])[N:17]=[CH:18][N:19]=4)=[N:8][C:7]=3[C:6]=2[CH:23]=1.[CH2:24]([CH2:26][NH2:27])[OH:25].C1(P(C2C=CC=CC=2)C2C3[O:47][C:46]4C(=CC=CC=4P(C4C=CC=CC=4)C4C=CC=CC=4)C(C)(C)C=3C=CC=2)C=CC=CC=1.C(=O)([O-])[O-].[Na+].[Na+], predict the reaction product. The product is: [OH:25][CH2:24][CH2:26][NH:27][C:46]([C:2]1[CH:3]=[CH:4][C:5]2[O:14][CH2:13][CH2:12][C:11]3[S:10][C:9]([C:15]4[N:16]([CH:20]([CH3:22])[CH3:21])[N:17]=[CH:18][N:19]=4)=[N:8][C:7]=3[C:6]=2[CH:23]=1)=[O:47].